This data is from Full USPTO retrosynthesis dataset with 1.9M reactions from patents (1976-2016). The task is: Predict the reactants needed to synthesize the given product. (1) Given the product [C:1]([O:5][CH:6]([C:11]1[N:16]([CH3:17])[C:15](=[O:18])[C:14]2[N:19]([CH2:30][C:31]3[N:32]=[C:33]([CH3:36])[S:34][CH:35]=3)[CH:20]=[CH:21][C:13]=2[C:12]=1[C:22]1[CH:27]=[CH:26][C:25]([Cl:28])=[CH:24][CH:23]=1)[C:7]([OH:9])=[O:8])([CH3:4])([CH3:3])[CH3:2], predict the reactants needed to synthesize it. The reactants are: [C:1]([O:5][CH:6]([C:11]1[N:16]([CH3:17])[C:15](=[O:18])[C:14]2[NH:19][CH:20]=[CH:21][C:13]=2[C:12]=1[C:22]1[CH:27]=[CH:26][C:25]([Cl:28])=[CH:24][CH:23]=1)[C:7]([O:9]C)=[O:8])([CH3:4])([CH3:3])[CH3:2].Cl[CH2:30][C:31]1[N:32]=[C:33]([CH3:36])[S:34][CH:35]=1. (2) The reactants are: [NH:1]1[CH:5]=[C:4]([CH:6]=[O:7])[N:3]=[CH:2]1.[H-].[Na+].[CH3:10][Si:11]([CH3:18])([CH3:17])[CH2:12][CH2:13][O:14][CH2:15]Cl. Given the product [CH3:10][Si:11]([CH3:18])([CH3:17])[CH2:12][CH2:13][O:14][CH2:15][N:1]1[CH:5]=[C:4]([CH:6]=[O:7])[N:3]=[CH:2]1, predict the reactants needed to synthesize it. (3) Given the product [CH2:20]([N:12]1[C:13]2[N:14]=[CH:15][NH:16][C:17]=2[C:18]2=[N:19][C:8]([CH2:7][O:6][C:5]3[CH:25]=[CH:26][C:2]([C:30]4[CH:31]=[CH:32][N:27]=[CH:28][CH:29]=4)=[CH:3][CH:4]=3)=[N:9][N:10]2[C:11]1=[O:24])[CH2:21][CH2:22][CH3:23], predict the reactants needed to synthesize it. The reactants are: Br[C:2]1[CH:26]=[CH:25][C:5]([O:6][CH2:7][C:8]2[N:19]=[C:18]3[N:10]([C:11](=[O:24])[N:12]([CH2:20][CH2:21][CH2:22][CH3:23])[C:13]4[N:14]=[CH:15][NH:16][C:17]=43)[N:9]=2)=[CH:4][CH:3]=1.[N:27]1[CH:32]=[CH:31][C:30](B(O)O)=[CH:29][CH:28]=1.C(=O)([O-])[O-].[Na+].[Na+]. (4) Given the product [CH:1]1[C:9]2[C:8]3[CH:10]=[CH:11][CH:12]=[CH:13][C:7]=3[Se:6][C:5]=2[C:4]([B:23]2[O:27][C:26]([CH3:29])([CH3:28])[C:25]([CH3:31])([CH3:30])[O:24]2)=[CH:3][CH:2]=1, predict the reactants needed to synthesize it. The reactants are: [CH:1]1[C:9]2[C:8]3[CH:10]=[CH:11][CH:12]=[CH:13][C:7]=3[Se:6][C:5]=2[CH:4]=[CH:3][CH:2]=1.C([Li])(CC)C.C(O[B:23]1[O:27][C:26]([CH3:29])([CH3:28])[C:25]([CH3:31])([CH3:30])[O:24]1)(C)C. (5) Given the product [CH:25]1([N:22]2[CH2:21][CH2:20][CH:19]([O:18][C:15]3[CH:16]=[CH:17][C:12]([C:7]4[N:8]([CH3:11])[C:9](=[O:10])[C:4]5[CH:3]=[CH:2][N:30]=[CH:29][C:5]=5[N:6]=4)=[CH:13][CH:14]=3)[CH2:24][CH2:23]2)[CH2:26][CH2:27][CH2:28]1, predict the reactants needed to synthesize it. The reactants are: Cl[C:2]1[N:30]=[CH:29][C:5]2[N:6]=[C:7]([C:12]3[CH:17]=[CH:16][C:15]([O:18][CH:19]4[CH2:24][CH2:23][N:22]([CH:25]5[CH2:28][CH2:27][CH2:26]5)[CH2:21][CH2:20]4)=[CH:14][CH:13]=3)[N:8]([CH3:11])[C:9](=[O:10])[C:4]=2[CH:3]=1.C(N(CC)CC)C.[H][H]. (6) Given the product [CH2:21]([O:20][C:17]1[CH:18]=[CH:19][C:14]([C:12]2[NH:11][C:10]3[CH:32]=[C:6]([CH:4]=[O:5])[CH:7]=[CH:8][C:9]=3[N:13]=2)=[CH:15][CH:16]=1)[CH2:22][CH2:23][CH2:24][CH2:25][CH2:26][CH2:27][CH2:28][CH2:29][C:30]#[CH:31], predict the reactants needed to synthesize it. The reactants are: CON(C)[C:4]([C:6]1[CH:7]=[CH:8][C:9]2[N:13]=[C:12]([C:14]3[CH:19]=[CH:18][C:17]([O:20][CH2:21][CH2:22][CH2:23][CH2:24][CH2:25][CH2:26][CH2:27][CH2:28][CH2:29][C:30]#[CH:31])=[CH:16][CH:15]=3)[NH:11][C:10]=2[CH:32]=1)=[O:5].[H-].[Al+3].[Li+].[H-].[H-].[H-]. (7) Given the product [C:15]([O:1][CH2:2][C:3]([CH3:14])([CH2:9][CH2:10][CH2:11][CH:12]=[CH2:13])[CH2:4][CH2:5][CH2:6][CH:7]=[CH2:8])(=[O:17])[CH3:16], predict the reactants needed to synthesize it. The reactants are: [OH:1][CH2:2][C:3]([CH3:14])([CH2:9][CH2:10][CH2:11][CH:12]=[CH2:13])[CH2:4][CH2:5][CH2:6][CH:7]=[CH2:8].[C:15](O)(=[O:17])[CH3:16].